Task: Regression. Given a peptide amino acid sequence and an MHC pseudo amino acid sequence, predict their binding affinity value. This is MHC class II binding data.. Dataset: Peptide-MHC class II binding affinity with 134,281 pairs from IEDB (1) The MHC is DRB1_1501 with pseudo-sequence DRB1_1501. The peptide sequence is AQNGVQAMSSLGSSL. The binding affinity (normalized) is 0.487. (2) The peptide sequence is THGIRPVVSTQLLLY. The MHC is H-2-IEd with pseudo-sequence H-2-IEd. The binding affinity (normalized) is 0.286. (3) The peptide sequence is VRAVAESHGVAAVLF. The MHC is HLA-DPA10301-DPB10402 with pseudo-sequence HLA-DPA10301-DPB10402. The binding affinity (normalized) is 0.0867. (4) The peptide sequence is PGPNITATYGGKWLD. The MHC is HLA-DQA10201-DQB10202 with pseudo-sequence HLA-DQA10201-DQB10202. The binding affinity (normalized) is 0. (5) The peptide sequence is VTTLVVDTDNVANPT. The MHC is DRB1_0101 with pseudo-sequence DRB1_0101. The binding affinity (normalized) is 0.311. (6) The peptide sequence is RDCLIAHGAANTITE. The MHC is DRB1_0404 with pseudo-sequence DRB1_0404. The binding affinity (normalized) is 0.322. (7) The peptide sequence is IDVWLGGLAENFLPY. The MHC is HLA-DPA10201-DPB10501 with pseudo-sequence HLA-DPA10201-DPB10501. The binding affinity (normalized) is 0.626. (8) The peptide sequence is NIRQAGVQYSR. The MHC is DRB1_0301 with pseudo-sequence DRB1_0301. The binding affinity (normalized) is 0.107. (9) The peptide sequence is RKELLVTFKNAHAKK. The MHC is DRB1_1302 with pseudo-sequence DRB1_1302. The binding affinity (normalized) is 0.0986. (10) The peptide sequence is INEPTWAAIAYGLDR. The MHC is HLA-DQA10501-DQB10301 with pseudo-sequence HLA-DQA10501-DQB10301. The binding affinity (normalized) is 0.749.